The task is: Predict which catalyst facilitates the given reaction.. This data is from Catalyst prediction with 721,799 reactions and 888 catalyst types from USPTO. (1) Reactant: [OH:1][C:2]1[CH:7]=[CH:6][CH:5]=[CH:4][C:3]=1[C:8]1[N:17]=[C:16]([N:18]2[CH2:23][CH2:22][CH2:21][C@@H:20]([CH2:24][NH:25][C:26](=[O:33])[O:27][C@H:28]3[CH2:32][CH2:31][O:30][CH2:29]3)[CH2:19]2)[C:15]2[C:10](=[CH:11][C:12]([CH3:34])=[CH:13][CH:14]=2)[N:9]=1.[ClH:35]. Product: [ClH:35].[OH:1][C:2]1[CH:7]=[CH:6][CH:5]=[CH:4][C:3]=1[C:8]1[N:17]=[C:16]([N:18]2[CH2:23][CH2:22][CH2:21][C@@H:20]([CH2:24][NH:25][C:26](=[O:33])[O:27][C@H:28]3[CH2:32][CH2:31][O:30][CH2:29]3)[CH2:19]2)[C:15]2[C:10](=[CH:11][C:12]([CH3:34])=[CH:13][CH:14]=2)[N:9]=1. The catalyst class is: 158. (2) Reactant: [CH2:1]([O:3][C:4]([C:6]1[S:7][CH:8]=[C:9]([CH3:11])[N:10]=1)=[O:5])[CH3:2].C1C(=O)N([Br:19])C(=O)C1. Product: [CH2:1]([O:3][C:4]([C:6]1[S:7][C:8]([Br:19])=[C:9]([CH3:11])[N:10]=1)=[O:5])[CH3:2]. The catalyst class is: 10. (3) Reactant: C([O:4][CH2:5][C:6]1[C:11]([N:12]2[C:24](=[O:25])[C:23]3[S:22][C:21]4[CH2:20][CH2:19][CH2:18][CH2:17][C:16]=4[C:15]=3[CH:14]=[N:13]2)=[CH:10][C:9]([F:26])=[CH:8][C:7]=1[C:27]1[CH:32]=[C:31]([NH:33][C:34]2[CH:39]=[CH:38][C:37]([N:40]3[CH2:45][C@@H:44]([CH3:46])[N:43]([CH:47]4[CH2:50][O:49][CH2:48]4)[CH2:42][C@@H:41]3[CH3:51])=[CH:36][N:35]=2)[C:30](=[O:52])[N:29]([CH3:53])[CH:28]=1)(=O)C.[OH-].[Li+]. Product: [CH3:51][C@H:41]1[CH2:42][N:43]([CH:47]2[CH2:50][O:49][CH2:48]2)[C@H:44]([CH3:46])[CH2:45][N:40]1[C:37]1[CH:38]=[CH:39][C:34]([NH:33][C:31]2[C:30](=[O:52])[N:29]([CH3:53])[CH:28]=[C:27]([C:7]3[C:6]([CH2:5][OH:4])=[C:11]([N:12]4[C:24](=[O:25])[C:23]5[S:22][C:21]6[CH2:20][CH2:19][CH2:18][CH2:17][C:16]=6[C:15]=5[CH:14]=[N:13]4)[CH:10]=[C:9]([F:26])[CH:8]=3)[CH:32]=2)=[N:35][CH:36]=1. The catalyst class is: 854. (4) Reactant: [S:1]1[C:5]2[CH:6]=[CH:7][CH:8]=[CH:9][C:4]=2[N:3]=[C:2]1[N:10]([C:18]1[CH:23]=[CH:22][C:21]([O:24][C:25]2[C:30](Br)=[CH:29][CH:28]=[CH:27][N:26]=2)=[CH:20][CH:19]=1)[C:11](=[O:17])[O:12][C:13]([CH3:16])([CH3:15])[CH3:14].[N:32]1([C:38](=[O:40])[CH3:39])[CH2:37][CH2:36][NH:35][CH2:34][CH2:33]1.C1C=CC(P(C2C=CC3C(=CC=CC=3)C=2C2C3C(=CC=CC=3)C=CC=2P(C2C=CC=CC=2)C2C=CC=CC=2)C2C=CC=CC=2)=CC=1.C(=O)([O-])[O-].[Cs+].[Cs+]. Product: [C:38]([N:32]1[CH2:37][CH2:36][N:35]([C:30]2[C:25]([O:24][C:21]3[CH:22]=[CH:23][C:18]([N:10]([C:2]4[S:1][C:5]5[CH:6]=[CH:7][CH:8]=[CH:9][C:4]=5[N:3]=4)[C:11](=[O:17])[O:12][C:13]([CH3:16])([CH3:15])[CH3:14])=[CH:19][CH:20]=3)=[N:26][CH:27]=[CH:28][CH:29]=2)[CH2:34][CH2:33]1)(=[O:40])[CH3:39]. The catalyst class is: 101. (5) Reactant: [CH:1]1([NH2:7])[CH2:6][CH2:5][CH2:4][CH2:3][CH2:2]1.[C:8]([CH2:11][C:12]1[CH:13]=[C:14]([CH2:18][C:19](O)=[O:20])[CH:15]=[CH:16][CH:17]=1)([OH:10])=[O:9].ON1C2C=CC=CC=2N=N1.CCN(C(C)C)C(C)C.Cl.CN(C)CCCN=C=NCC.Cl. Product: [CH:1]1([NH:7][C:19]([CH2:18][C:14]2[CH:13]=[C:12]([CH2:11][C:8]([OH:10])=[O:9])[CH:17]=[CH:16][CH:15]=2)=[O:20])[CH2:6][CH2:5][CH2:4][CH2:3][CH2:2]1. The catalyst class is: 4. (6) Reactant: C(OC(=O)[NH:7][CH2:8][CH2:9][C:10]1[CH:15]=[CH:14][CH:13]=[C:12]([NH:16][C:17]([NH:19][CH2:20][C:21]2[CH:26]=[CH:25][CH:24]=[CH:23][CH:22]=2)=[O:18])[CH:11]=1)(C)(C)C. Product: [NH2:7][CH2:8][CH2:9][C:10]1[CH:11]=[C:12]([NH:16][C:17]([NH:19][CH2:20][C:21]2[CH:26]=[CH:25][CH:24]=[CH:23][CH:22]=2)=[O:18])[CH:13]=[CH:14][CH:15]=1. The catalyst class is: 12. (7) Reactant: C([O:8][CH:9]([CH2:18][CH:19]([F:21])[F:20])[CH2:10][C:11]1[CH:16]=[CH:15][CH:14]=[CH:13][C:12]=1[CH3:17])C1C=CC=CC=1. Product: [F:20][CH:19]([F:21])[CH2:18][CH:9]([OH:8])[CH2:10][C:11]1[CH:16]=[CH:15][CH:14]=[CH:13][C:12]=1[CH3:17]. The catalyst class is: 19. (8) Reactant: CCN(C(C)C)C(C)C.[CH3:10][N:11]1[C:16](=[O:17])[CH:15]=[CH:14][C:13]([C:18](O)=O)=[CH:12]1.CN(C(ON1N=NC2C=CC=NC1=2)=[N+](C)C)C.F[P-](F)(F)(F)(F)F.[CH2:45]([NH:52][C:53]1[C:58]([NH2:59])=[CH:57][CH:56]=[C:55]([N:60]2[CH2:65][CH2:64][N:63]([CH3:66])[CH2:62][CH2:61]2)[N:54]=1)[C:46]1[CH:51]=[CH:50][CH:49]=[CH:48][CH:47]=1. Product: [CH2:45]([N:52]1[C:53]2=[N:54][C:55]([N:60]3[CH2:61][CH2:62][N:63]([CH3:66])[CH2:64][CH2:65]3)=[CH:56][CH:57]=[C:58]2[N:59]=[C:18]1[C:13]1[CH:14]=[CH:15][C:16](=[O:17])[N:11]([CH3:10])[CH:12]=1)[C:46]1[CH:51]=[CH:50][CH:49]=[CH:48][CH:47]=1. The catalyst class is: 3. (9) Reactant: [Cl-].[NH4+:2].[F:3][C:4]1[C:9]([S:10](Cl)(=[O:12])=[O:11])=[C:8]([F:14])[C:7]([F:15])=[C:6]([F:16])[C:5]=1[F:17].[OH-].[Na+]. Product: [F:3][C:4]1[C:9]([S:10]([NH2:2])(=[O:12])=[O:11])=[C:8]([F:14])[C:7]([F:15])=[C:6]([F:16])[C:5]=1[F:17]. The catalyst class is: 21. (10) Reactant: C(=O)([O-])[O-].[K+].[K+].[C:7]([CH2:15][C:16]([O:18][CH2:19][CH3:20])=[O:17])(=[O:14])[C:8]1[CH:13]=[CH:12][CH:11]=[CH:10][CH:9]=1.[I-].[K+].Cl[CH2:24][C:25](=[O:27])[CH3:26]. Product: [CH2:19]([O:18][C:16](=[O:17])[CH:15]([C:7](=[O:14])[C:8]1[CH:13]=[CH:12][CH:11]=[CH:10][CH:9]=1)[CH2:24][C:25](=[O:27])[CH3:26])[CH3:20]. The catalyst class is: 21.